This data is from Reaction yield outcomes from USPTO patents with 853,638 reactions. The task is: Predict the reaction yield, written as a fraction of the theoretical maximum amount of product (1.0 means a 100% yield; for example, 0.34 means a 34% yield). (1) The reactants are [Br-].[CH2:2]([O:4][C:5](=[O:10])[CH2:6][CH2:7][CH2:8][Zn+])[CH3:3].Cl[C:12]1[N:17]=[C:16]([Cl:18])[CH:15]=[C:14]([N:19]2[CH2:24][CH2:23][O:22][CH2:21][CH2:20]2)[N:13]=1. The catalyst is C1COCC1.[CH2-]C1C=CC=CC=1.C1C=CC(P(C2C=CC=CC=2)C2C=CC=CC=2)=CC=1.C1C=CC(P(C2C=CC=CC=2)C2C=CC=CC=2)=CC=1.Cl[Pd+]. The product is [Cl:18][C:16]1[CH:15]=[C:14]([N:19]2[CH2:24][CH2:23][O:22][CH2:21][CH2:20]2)[N:13]=[C:12]([CH2:8][CH2:7][CH2:6][C:5]([O:4][CH2:2][CH3:3])=[O:10])[N:17]=1. The yield is 0.330. (2) The reactants are [C:1]([O:4][C:5]1[C:6]([C:24]([OH:26])=O)=[N:7][N:8]([C:17]2[CH:22]=[CH:21][CH:20]=[CH:19][C:18]=2[Cl:23])[C:9]=1[C:10]1[CH:15]=[CH:14][C:13]([Cl:16])=[CH:12][CH:11]=1)(=[O:3])[CH3:2].ClC1N=C(OC)N=C(OC)N=1.CN1CCOCC1.[F:45][C:46]([F:53])([CH3:52])[CH2:47][NH:48][CH2:49][CH2:50][OH:51].C(OC(C)C)(C)C. The catalyst is C(Cl)Cl. The yield is 0.780. The product is [Cl:23][C:18]1[CH:19]=[CH:20][CH:21]=[CH:22][C:17]=1[N:8]1[C:9]([C:10]2[CH:11]=[CH:12][C:13]([Cl:16])=[CH:14][CH:15]=2)=[C:5]([O:4][C:1](=[O:3])[CH3:2])[C:6]([C:24](=[O:26])[N:48]([CH2:47][C:46]([F:53])([F:45])[CH3:52])[CH2:49][CH2:50][OH:51])=[N:7]1. (3) The yield is 0.600. The product is [OH:34][C:28]1([CH3:27])[CH2:33][CH2:32][N:31]([C@H:2]([C:14]2[CH:19]=[CH:18][CH:17]=[CH:16][CH:15]=2)[C:3]([O:5][C@H:6]([C:8]2[CH:13]=[CH:12][CH:11]=[CH:10][CH:9]=2)[CH3:7])=[O:4])[CH2:30][CH2:29]1. The catalyst is C1COCC1.[I-].C([N+](CCCC)(CCCC)CCCC)CCC.C(OCC)(=O)C. The reactants are Br[CH:2]([C:14]1[CH:19]=[CH:18][CH:17]=[CH:16][CH:15]=1)[C:3]([O:5][C@H:6]([C:8]1[CH:13]=[CH:12][CH:11]=[CH:10][CH:9]=1)[CH3:7])=[O:4].C(N(CC)CC)C.[CH3:27][C:28]1([OH:34])[CH2:33][CH2:32][NH:31][CH2:30][CH2:29]1. (4) The reactants are [S:1]([Cl:5])(=O)(=[O:3])[OH:2].[O:6]1[C:10]2[CH:11]=[CH:12][CH:13]=[CH:14][C:9]=2[NH:8][C:7]1=[O:15]. The catalyst is O. The product is [O:15]=[C:7]1[NH:8][C:9]2[CH:14]=[CH:13][C:12]([S:1]([Cl:5])(=[O:3])=[O:2])=[CH:11][C:10]=2[O:6]1. The yield is 0.260. (5) The reactants are [Br:1][C:2]1[CH:7]=[CH:6][C:5]([O:8][CH3:9])=[CH:4][C:3]=1[CH3:10].[Br:11]N1C(=O)CCC1=O. The product is [Br:1][C:2]1[CH:7]=[CH:6][C:5]([O:8][CH3:9])=[CH:4][C:3]=1[CH2:10][Br:11]. The yield is 0.720. The catalyst is ClCCl.C(OOC(=O)C1C=CC=CC=1)(=O)C1C=CC=CC=1. (6) The reactants are [N+:1]([C:4]1[CH:5]=[CH:6][C:7]([O:10][C:11](=[O:20])[N:12]([CH3:19])[C:13]2[CH:18]=[CH:17][CH:16]=[CH:15][CH:14]=2)=[N:8][CH:9]=1)([O-])=O.[H][H]. The catalyst is O1CCCC1.[Pd]. The product is [NH2:1][C:4]1[CH:5]=[CH:6][C:7]([O:10][C:11](=[O:20])[N:12]([CH3:19])[C:13]2[CH:18]=[CH:17][CH:16]=[CH:15][CH:14]=2)=[N:8][CH:9]=1. The yield is 1.03. (7) The reactants are [OH-].[K+].[CH3:3][O:4][C:5](=[O:34])[CH:6]([NH:15][C:16]1[CH:21]=[CH:20][CH:19]=[CH:18][C:17]=1[C:22](=[O:33])[C:23]1[CH:28]=[CH:27][C:26]([C:29]([CH3:32])([CH3:31])[CH3:30])=[CH:25][CH:24]=1)[CH2:7][C:8]1[CH:13]=[CH:12][C:11]([OH:14])=[CH:10][CH:9]=1.[Br:35][CH2:36][CH2:37]Br. The catalyst is C(O)C. The product is [CH3:3][O:4][C:5](=[O:34])[CH:6]([NH:15][C:16]1[CH:21]=[CH:20][CH:19]=[CH:18][C:17]=1[C:22](=[O:33])[C:23]1[CH:28]=[CH:27][C:26]([C:29]([CH3:30])([CH3:31])[CH3:32])=[CH:25][CH:24]=1)[CH2:7][C:8]1[CH:9]=[CH:10][C:11]([O:14][CH2:37][CH2:36][Br:35])=[CH:12][CH:13]=1. The yield is 0.420. (8) The reactants are [NH2:1][C@:2]([C:13]1[C:18]([F:19])=[CH:17][CH:16]=[C:15]([Br:20])[N:14]=1)([CH:10]([F:12])[F:11])[CH2:3][C@H:4]([OH:9])[C:5]([F:8])([F:7])[F:6].[C:21]([N:29]=[C:30]=S)(=[O:28])[C:22]1[CH:27]=[CH:26][CH:25]=[CH:24][CH:23]=1.C(N(CC)CC)C.Cl.CN(C)CCCN=C=NCC. The catalyst is C1COCC1.O. The product is [Br:20][C:15]1[N:14]=[C:13]([C@@:2]2([CH:10]([F:12])[F:11])[CH2:3][C@@H:4]([C:5]([F:6])([F:7])[F:8])[O:9][C:30]([NH:29][C:21](=[O:28])[C:22]3[CH:27]=[CH:26][CH:25]=[CH:24][CH:23]=3)=[N:1]2)[C:18]([F:19])=[CH:17][CH:16]=1. The yield is 0.740.